This data is from Reaction yield outcomes from USPTO patents with 853,638 reactions. The task is: Predict the reaction yield, written as a fraction of the theoretical maximum amount of product (1.0 means a 100% yield; for example, 0.34 means a 34% yield). The reactants are [C:12]([O:11][C:9](O[C:9]([O:11][C:12]([CH3:15])([CH3:14])[CH3:13])=[O:10])=[O:10])([CH3:15])([CH3:14])[CH3:13].[CH2:16]([NH2:19])[CH2:17][NH2:18]. The catalyst is ClCCl. The product is [NH2:18][CH2:17][CH2:16][NH:19][C:9]([O:11][C:12]([CH3:13])([CH3:14])[CH3:15])=[O:10]. The yield is 0.500.